This data is from Reaction yield outcomes from USPTO patents with 853,638 reactions. The task is: Predict the reaction yield, written as a fraction of the theoretical maximum amount of product (1.0 means a 100% yield; for example, 0.34 means a 34% yield). (1) The reactants are Cl[C:2]1[N:9]=[C:8]([C:10]([F:13])([F:12])[F:11])[CH:7]=[CH:6][C:3]=1[C:4]#[N:5].[NH:14]1[CH2:18][CH2:17][CH2:16][CH2:15]1. No catalyst specified. The product is [N:14]1([C:2]2[N:9]=[C:8]([C:10]([F:13])([F:12])[F:11])[CH:7]=[CH:6][C:3]=2[C:4]#[N:5])[CH2:18][CH2:17][CH2:16][CH2:15]1. The yield is 0.670. (2) The product is [C:16]1([CH2:12][CH2:13][C:14]#[C:15][C:2]2[CH:11]=[CH:10][C:9]3[C:4](=[CH:5][CH:6]=[CH:7][CH:8]=3)[N:3]=2)[CH:21]=[CH:20][CH:19]=[CH:18][CH:17]=1. The yield is 0.370. No catalyst specified. The reactants are Cl[C:2]1[CH:11]=[CH:10][C:9]2[C:4](=[CH:5][CH:6]=[CH:7][CH:8]=2)[N:3]=1.[CH2:12]([C:16]1[CH:21]=[CH:20][CH:19]=[CH:18][CH:17]=1)[CH2:13][C:14]#[CH:15]. (3) The reactants are [Cl:1][C:2]1[C:3]2[C:4]3[CH2:5][CH:6]([CH2:15][C:16](OCC)=[O:17])[CH2:7][CH2:8][C:9]=3[S:10][C:11]=2[N:12]=[CH:13][N:14]=1.CC(C[AlH]CC(C)C)C. The catalyst is C1COCC1. The product is [Cl:1][C:2]1[C:3]2[C:4]3[CH2:5][CH:6]([CH2:15][CH2:16][OH:17])[CH2:7][CH2:8][C:9]=3[S:10][C:11]=2[N:12]=[CH:13][N:14]=1. The yield is 0.880. (4) The reactants are O1[C:5]2([CH2:10][CH2:9][CH:8]([N:11]3[C:16](=[O:17])[C:15]([CH2:18][C:19]4[CH:24]=[CH:23][C:22]([C:25]5[C:26]([C:31]#[N:32])=[CH:27][CH:28]=[CH:29][CH:30]=5)=[CH:21][C:20]=4[F:33])=[C:14]([CH2:34][CH2:35][CH3:36])[N:13]4[N:37]=[CH:38][N:39]=[C:12]34)[CH2:7][CH2:6]2)[O:4]CC1.O.C1(C)C=CC(S(O)(=O)=O)=CC=1.CO.O1CCCC1. The catalyst is C(OCC)(=O)C. The product is [F:33][C:20]1[CH:21]=[C:22]([C:25]2[C:26]([C:31]#[N:32])=[CH:27][CH:28]=[CH:29][CH:30]=2)[CH:23]=[CH:24][C:19]=1[CH2:18][C:15]1[C:16](=[O:17])[N:11]([CH:8]2[CH2:7][CH2:6][C:5](=[O:4])[CH2:10][CH2:9]2)[C:12]2[N:13]([N:37]=[CH:38][N:39]=2)[C:14]=1[CH2:34][CH2:35][CH3:36]. The yield is 0.760.